From a dataset of Catalyst prediction with 721,799 reactions and 888 catalyst types from USPTO. Predict which catalyst facilitates the given reaction. (1) Reactant: FC1C=CC(C2C3C(=CC=CC=3)N(C(C)C)C=2)=CC=1.P(Cl)(Cl)(Cl)=O.CO/C=C/C#N.C(=O)([O-])O.[Na+].[F:36][C:37]1[CH:42]=[CH:41][C:40]([C:43]2[C:51]3[C:46](=[CH:47][CH:48]=[CH:49][CH:50]=3)[N:45]([CH:52]([CH3:54])[CH3:53])[C:44]=2[CH:55]=[CH:56][C:57]#[N:58])=[CH:39][CH:38]=1. Product: [F:36][C:37]1[CH:42]=[CH:41][C:40]([C:43]2[C:51]3[C:46](=[CH:47][CH:48]=[CH:49][CH:50]=3)[N:45]([CH:52]([CH3:53])[CH3:54])[C:44]=2/[CH:55]=[CH:56]/[C:57]#[N:58])=[CH:39][CH:38]=1. The catalyst class is: 4. (2) Reactant: [CH2:1]([CH:3]1[C:12]2[CH:13]=[CH:14][CH:15]=[C:10]3[C:11]=2[C:6](=[CH:7][CH:8]=[CH:9]3)[C:5](=[O:16])[O:4]1)[CH3:2].[H-].C([Al+]CC(C)C)C(C)C.C(O)(=O)CC(CC(O)=O)(C(O)=O)O. Product: [CH2:1]([CH:3]1[C:12]2[CH:13]=[CH:14][CH:15]=[C:10]3[C:11]=2[C:6](=[CH:7][CH:8]=[CH:9]3)[CH:5]([OH:16])[O:4]1)[CH3:2]. The catalyst class is: 4. (3) Reactant: O[CH:2]1[CH2:9][CH2:8][C:5]2([CH2:7][CH2:6]2)[CH2:4][CH:3]1[C:10]#[N:11].CCN(C(C)C)C(C)C.CS(Cl)(=O)=O.C1CCN2C(=NCCC2)CC1. Product: [CH2:6]1[C:5]2([CH2:8][CH2:9][CH:2]=[C:3]([C:10]#[N:11])[CH2:4]2)[CH2:7]1. The catalyst class is: 34.